This data is from Catalyst prediction with 721,799 reactions and 888 catalyst types from USPTO. The task is: Predict which catalyst facilitates the given reaction. (1) Reactant: C1(C)C=CC=CC=1.[CH3:8][Si:9]([CH3:17])([CH3:16])[C:10]#[C:11][C:12](=[O:15])[CH:13]=[CH2:14].CO.Cl. Product: [CH3:8][Si:9]([CH3:17])([CH3:16])[C:10]#[C:11][C@H:12]([OH:15])[CH:13]=[CH2:14]. The catalyst class is: 165. (2) Reactant: C([Li])(C)(C)C.Br[C:7]1[C:12]([CH2:13][CH3:14])=[CH:11][C:10]([C:15]2[CH:20]=[CH:19][C:18]([Cl:21])=[CH:17][CH:16]=2)=[CH:9][C:8]=1[CH2:22][CH3:23].C[O:25][B:26](OC)[O:27]C.Cl. Product: [Cl:21][C:18]1[CH:19]=[CH:20][C:15]([C:10]2[CH:11]=[C:12]([CH2:13][CH3:14])[C:7]([B:26]([OH:27])[OH:25])=[C:8]([CH2:22][CH3:23])[CH:9]=2)=[CH:16][CH:17]=1. The catalyst class is: 7. (3) Reactant: CC(C)([O-])C.[Na+].[NH2:7][C@H:8]1[C:17]2[C:12](=[C:13]([O:24][CH3:25])[N:14]=[C:15]([N:18]3[CH2:23][CH2:22][O:21][CH2:20][CH2:19]3)[CH:16]=2)[N:11]([C:26](=[O:28])[CH3:27])[C@@H:10]([CH:29]2[CH2:31][CH2:30]2)[C@@H:9]1[CH3:32].Br[C:34]1[CH:39]=[CH:38][CH:37]=[C:36]([CH3:40])[N:35]=1. Product: [CH:29]1([C@H:10]2[C@H:9]([CH3:32])[C@@H:8]([NH:7][C:34]3[CH:39]=[CH:38][CH:37]=[C:36]([CH3:40])[N:35]=3)[C:17]3[C:12](=[C:13]([O:24][CH3:25])[N:14]=[C:15]([N:18]4[CH2:19][CH2:20][O:21][CH2:22][CH2:23]4)[CH:16]=3)[N:11]2[C:26](=[O:28])[CH3:27])[CH2:31][CH2:30]1. The catalyst class is: 62. (4) Reactant: O=CC[C@H](N[C:12]([CH:14]1[CH2:19][CH2:18][C:17]([F:21])([F:20])[CH2:16][CH2:15]1)=[O:13])C1C=CC=CC=1.C(N(CC)CC)C.C(O[BH-](OC(=O)C)OC(=O)C)(=[O:31])C.[Na+].C(=O)(O)[O-].[Na+]. Product: [F:20][C:17]1([F:21])[CH2:18][CH2:19][CH:14]([C:12]([OH:13])=[O:31])[CH2:15][CH2:16]1. The catalyst class is: 26. (5) Reactant: Br[C:2]1[CH:3]=[C:4]([CH:25]=[CH:26][N:27]=1)[C:5]([NH:7][C:8]1[S:9][C:10]2[C:16]([CH:17]3[CH2:22][CH2:21][CH2:20][CH2:19][O:18]3)=[CH:15][CH:14]=[C:13]([O:23][CH3:24])[C:11]=2[N:12]=1)=[O:6].C(=O)([O-])[O-].[Cs+].[Cs+].[NH:34]1[CH2:39][CH2:38][O:37][CH2:36][CH2:35]1. Product: [CH3:24][O:23][C:13]1[C:11]2[N:12]=[C:8]([NH:7][C:5](=[O:6])[C:4]3[CH:25]=[CH:26][N:27]=[C:2]([N:34]4[CH2:39][CH2:38][O:37][CH2:36][CH2:35]4)[CH:3]=3)[S:9][C:10]=2[C:16]([CH:17]2[CH2:22][CH2:21][CH2:20][CH2:19][O:18]2)=[CH:15][CH:14]=1. The catalyst class is: 37. (6) Reactant: Cl[C:2]([O:4][CH3:5])=[O:3].[NH:6]([CH2:8][CH2:9][OH:10])[NH2:7].C(N(CC)CC)C. Product: [NH2:7][N:6]([CH2:8][CH2:9][OH:10])[C:2](=[O:3])[O:4][CH3:5]. The catalyst class is: 2.